From a dataset of Full USPTO retrosynthesis dataset with 1.9M reactions from patents (1976-2016). Predict the reactants needed to synthesize the given product. (1) Given the product [Cl:7][C:8]1[CH:9]=[CH:10][C:11]([C@H:14]([C@@H:18]([CH2:21][CH3:22])[CH:19]=[CH2:20])[C:15]([N:1]2[CH2:6][CH2:5][O:4][CH2:3][CH2:2]2)=[O:16])=[CH:12][CH:13]=1, predict the reactants needed to synthesize it. The reactants are: [NH:1]1[CH2:6][CH2:5][O:4][CH2:3][CH2:2]1.[Cl:7][C:8]1[CH:13]=[CH:12][C:11]([C@H:14]([C@H:18]([CH2:21][CH3:22])[CH:19]=[CH2:20])[C:15](O)=[O:16])=[CH:10][CH:9]=1.C1C=CC2N(O)N=NC=2C=1.C(N(CC)CC)C.C(Cl)CCl. (2) Given the product [Cl:10][C:11]1[N:12]=[N:13][C:14]([NH:17]/[N:18]=[C:3](/[CH3:5])\[CH2:2][C:1]([O:7][CH2:8][CH3:9])=[O:6])=[CH:15][CH:16]=1, predict the reactants needed to synthesize it. The reactants are: [C:1]([O:7][CH2:8][CH3:9])(=[O:6])[CH2:2][C:3]([CH3:5])=O.[Cl:10][C:11]1[N:12]=[N:13][C:14]([NH:17][NH2:18])=[CH:15][CH:16]=1.